This data is from Peptide-MHC class II binding affinity with 134,281 pairs from IEDB. The task is: Regression. Given a peptide amino acid sequence and an MHC pseudo amino acid sequence, predict their binding affinity value. This is MHC class II binding data. The peptide sequence is GELQIVDKIDAAFGI. The MHC is DRB1_0802 with pseudo-sequence DRB1_0802. The binding affinity (normalized) is 0.424.